The task is: Predict which catalyst facilitates the given reaction.. This data is from Catalyst prediction with 721,799 reactions and 888 catalyst types from USPTO. (1) The catalyst class is: 1. Reactant: [N:1]1[CH:6]=[CH:5][CH:4]=[C:3]([O:7][C:8]2[CH:14]=[CH:13][C:12]([C:15]([F:18])([F:17])[F:16])=[CH:11][C:9]=2[NH2:10])[CH:2]=1.N1C=CC=CC=1.Cl[C:26]([O:28][C:29]1[CH:34]=[CH:33][CH:32]=[CH:31][CH:30]=1)=[O:27]. Product: [N:1]1[CH:6]=[CH:5][CH:4]=[C:3]([O:7][C:8]2[CH:14]=[CH:13][C:12]([C:15]([F:17])([F:16])[F:18])=[CH:11][C:9]=2[NH:10][C:26](=[O:27])[O:28][C:29]2[CH:34]=[CH:33][CH:32]=[CH:31][CH:30]=2)[CH:2]=1. (2) Reactant: [F:1][C:2]1[CH:7]=[C:6]([F:8])[CH:5]=[CH:4][C:3]=1[OH:9].C(=O)([O-])[O-].[Cs+].[Cs+].[CH3:16][O:17][C:18](=[O:36])[CH:19](Br)[C:20]1[CH:25]=[CH:24][C:23]([S:26]([CH:29]2[CH2:34][CH2:33][O:32][CH2:31][CH2:30]2)(=[O:28])=[O:27])=[CH:22][CH:21]=1. Product: [CH3:16][O:17][C:18](=[O:36])[CH:19]([O:9][C:3]1[CH:4]=[CH:5][C:6]([F:8])=[CH:7][C:2]=1[F:1])[C:20]1[CH:25]=[CH:24][C:23]([S:26]([CH:29]2[CH2:34][CH2:33][O:32][CH2:31][CH2:30]2)(=[O:27])=[O:28])=[CH:22][CH:21]=1. The catalyst class is: 115. (3) Reactant: O.Cl.[CH2:3]([O:10][CH2:11][CH2:12][C:13]1([CH2:18][CH2:19][S:20][CH:21]([C:32]2[C:37]([F:38])=[CH:36][CH:35]=[C:34]([F:39])[C:33]=2[F:40])[C:22]2[C:23]([CH3:31])=[CH:24][C:25]([C:28]([NH2:30])=[O:29])=[N:26][CH:27]=2)OCC[O:14]1)[C:4]1[CH:9]=[CH:8][CH:7]=[CH:6][CH:5]=1. Product: [CH2:3]([O:10][CH2:11][CH2:12][C:13](=[O:14])[CH2:18][CH2:19][S:20][CH:21]([C:32]1[C:37]([F:38])=[CH:36][CH:35]=[C:34]([F:39])[C:33]=1[F:40])[C:22]1[C:23]([CH3:31])=[CH:24][C:25]([C:28]([NH2:30])=[O:29])=[N:26][CH:27]=1)[C:4]1[CH:9]=[CH:8][CH:7]=[CH:6][CH:5]=1. The catalyst class is: 12. (4) Reactant: [CH2:1]([O:3][C:4](=[O:13])[CH2:5][C:6]1[CH:11]=[CH:10][C:9]([NH2:12])=[CH:8][CH:7]=1)[CH3:2].[Cl:14][C:15]1[CH:20]=[CH:19][C:18](F)=[C:17]([N+:22]([O-:24])=[O:23])[CH:16]=1.C(N(C(C)C)C(C)C)C. The catalyst class is: 35. Product: [Cl:14][C:15]1[CH:20]=[CH:19][C:18]([NH:12][C:9]2[CH:8]=[CH:7][C:6]([CH2:5][C:4]([O:3][CH2:1][CH3:2])=[O:13])=[CH:11][CH:10]=2)=[C:17]([N+:22]([O-:24])=[O:23])[CH:16]=1. (5) Reactant: [CH2:1]([O:3][C:4]([N:6]1[CH2:11][CH2:10][NH:9][CH2:8][CH2:7]1)=[O:5])[CH3:2].C([O-])([O-])=O.[K+].[K+].Br[CH2:19][CH2:20][CH2:21][Cl:22]. Product: [CH2:1]([O:3][C:4]([N:6]1[CH2:7][CH2:8][N:9]([CH2:19][CH2:20][CH2:21][Cl:22])[CH2:10][CH2:11]1)=[O:5])[CH3:2]. The catalyst class is: 3. (6) Reactant: [CH:1]1([C:7](=O)[CH2:8][C:9]2[CH:13]=[CH:12][S:11][CH:10]=2)[CH2:6][CH2:5][CH2:4][CH2:3][CH2:2]1.[CH2:15]([O:17][C:18]1[CH:19]=[C:20]([CH:23]=[C:24]([N+:27]([O-:29])=[O:28])[C:25]=1[OH:26])[CH:21]=O)[CH3:16].[NH2:30][C:31]([NH2:33])=[O:32].Cl. Product: [CH:1]1([C:7]2[NH:33][C:31](=[O:32])[NH:30][CH:21]([C:20]3[CH:23]=[C:24]([N+:27]([O-:29])=[O:28])[C:25]([OH:26])=[C:18]([O:17][CH2:15][CH3:16])[CH:19]=3)[C:8]=2[C:9]2[CH:13]=[CH:12][S:11][CH:10]=2)[CH2:6][CH2:5][CH2:4][CH2:3][CH2:2]1. The catalyst class is: 8. (7) Reactant: [N+:1]([C:4]1[CH:5]=[C:6]2[C:10](=[CH:11][CH:12]=1)[NH:9][CH:8]=[C:7]2[CH2:13][C:14]#[N:15])([O-:3])=[O:2].O. Product: [N+:1]([C:4]1[CH:5]=[C:6]2[C:10]([NH:9][CH:8]=[C:7]2[CH2:13][CH2:14][NH2:15])=[CH:11][CH:12]=1)([O-:3])=[O:2]. The catalyst class is: 1. (8) Reactant: C(Cl)(=O)C(Cl)=[O:3].CS(C)=O.[C:11]([C:18]([CH3:23])([CH3:22])[CH:19]([NH2:21])O)([O:13][C:14]([CH3:17])([CH3:16])[CH3:15])=[O:12].C(N(CC)CC)C.P([O-])(O)(O)=O.[Na+]. Product: [C:11]([C:18]([CH3:23])([CH2:19][NH2:21])[CH:22]=[O:3])([O:13][C:14]([CH3:17])([CH3:16])[CH3:15])=[O:12]. The catalyst class is: 2. (9) Reactant: C([O:4][C@@H:5]1[C@H:9]([CH2:10][CH2:11][CH2:12][CH2:13][CH2:14][CH2:15][C:16]([O:18]C)=[O:17])[C@@H:8]([CH2:20][CH2:21][CH:22]([OH:31])[C:23]([F:30])([F:29])[CH2:24][C@@H:25]([CH3:28])[CH2:26][CH3:27])[C@H:7]([O:32][CH:33]2[CH2:38][CH2:37][CH2:36][CH2:35][O:34]2)[CH2:6]1)(=O)C.[OH-].[Na+]. Product: [F:30][C:23]([F:29])([CH2:24][C@@H:25]([CH3:28])[CH2:26][CH3:27])[CH:22]([OH:31])[CH2:21][CH2:20][C@H:8]1[C@H:7]([O:32][CH:33]2[CH2:38][CH2:37][CH2:36][CH2:35][O:34]2)[CH2:6][C@H:5]([OH:4])[C@@H:9]1[CH2:10][CH2:11][CH2:12][CH2:13][CH2:14][CH2:15][C:16]([OH:18])=[O:17]. The catalyst class is: 8. (10) Reactant: [N:1]1([C:8]2[C:9]([C:25]3[CH:30]=[CH:29][C:28]([F:31])=[CH:27][CH:26]=3)=[N:10][C:11]3[C:16]([N:17]=2)=[CH:15][C:14]([C:18]([O:20]CCCC)=[O:19])=[CH:13][CH:12]=3)[CH2:7][CH2:6][CH2:5][CH2:4][CH2:3][CH2:2]1.CO.[OH-].[Na+]. Product: [N:1]1([C:8]2[C:9]([C:25]3[CH:26]=[CH:27][C:28]([F:31])=[CH:29][CH:30]=3)=[N:10][C:11]3[C:16]([N:17]=2)=[CH:15][C:14]([C:18]([OH:20])=[O:19])=[CH:13][CH:12]=3)[CH2:2][CH2:3][CH2:4][CH2:5][CH2:6][CH2:7]1. The catalyst class is: 6.